Dataset: Full USPTO retrosynthesis dataset with 1.9M reactions from patents (1976-2016). Task: Predict the reactants needed to synthesize the given product. (1) Given the product [C:1]([O:5][C:6]([N:8]1[CH2:12][CH2:11][CH2:10][CH:9]1[C:13]1[NH:17][C:16]2[CH:18]=[C:19]([C:22]#[C:23][C:28]3[CH:29]=[CH:30][C:25]([I:24])=[CH:26][CH:27]=3)[CH:20]=[CH:21][C:15]=2[N:14]=1)=[O:7])([CH3:4])([CH3:3])[CH3:2], predict the reactants needed to synthesize it. The reactants are: [C:1]([O:5][C:6]([N:8]1[CH2:12][CH2:11][CH2:10][CH:9]1[C:13]1[NH:17][C:16]2[CH:18]=[C:19]([C:22]#[CH:23])[CH:20]=[CH:21][C:15]=2[N:14]=1)=[O:7])([CH3:4])([CH3:3])[CH3:2].[I:24][C:25]1[CH:30]=[CH:29][C:28](I)=[CH:27][CH:26]=1.C(N(CC)CC)C. (2) Given the product [CH3:14][O:13][C:7]1[CH:8]=[C:9]([O:11][CH3:12])[CH:10]=[C:2]2[C:3]=1[C:4](=[O:5])[NH:6][C:15]([C:17]1[CH:27]=[CH:26][C:20]([O:21][CH2:22][C:23]([NH2:25])=[O:24])=[CH:19][CH:18]=1)=[N:1]2, predict the reactants needed to synthesize it. The reactants are: [NH2:1][C:2]1[CH:10]=[C:9]([O:11][CH3:12])[CH:8]=[C:7]([O:13][CH3:14])[C:3]=1[C:4]([NH2:6])=[O:5].[CH:15]([C:17]1[CH:27]=[CH:26][C:20]([O:21][CH2:22][C:23]([NH2:25])=[O:24])=[CH:19][CH:18]=1)=O.S([O-])(O)=O.[Na+].O.C1(C)C=CC(S(O)(=O)=O)=CC=1. (3) Given the product [CH:18]([S:20][C:2]1[C:7]([CH:8]=[CH:9][C:10]([OH:12])=[O:11])=[CH:6][CH:5]=[C:4]([C:13]([F:16])([F:15])[F:14])[N:3]=1)([CH3:19])[CH3:17], predict the reactants needed to synthesize it. The reactants are: Cl[C:2]1[C:7]([CH:8]=[CH:9][C:10]([OH:12])=[O:11])=[CH:6][CH:5]=[C:4]([C:13]([F:16])([F:15])[F:14])[N:3]=1.[CH3:17][CH:18]([SH:20])[CH3:19].[H-].[Na+]. (4) Given the product [Cl:1][C:2]1[CH:3]=[C:4]([C:8]2[CH:9]=[CH:10][C:11]([CH2:14][C@@H:15]([C:16]3[NH:20][N:19]=[N:18][N:17]=3)[NH2:21])=[CH:12][CH:13]=2)[CH:5]=[CH:6][CH:7]=1, predict the reactants needed to synthesize it. The reactants are: [Cl:1][C:2]1[CH:3]=[C:4]([C:8]2[CH:13]=[CH:12][C:11]([CH2:14][C@H:15]([NH:21]C(=O)OC(C)(C)C)[C:16]3[NH:20][N:19]=[N:18][N:17]=3)=[CH:10][CH:9]=2)[CH:5]=[CH:6][CH:7]=1.C(O)(C(F)(F)F)=O. (5) Given the product [CH3:1][N:2]1[CH2:7][CH2:6][CH:5]([NH:8][CH2:9][C:10]2[CH:15]=[C:14]([F:16])[CH:13]=[C:12]([NH2:31])[CH:11]=2)[CH2:4][CH2:3]1, predict the reactants needed to synthesize it. The reactants are: [CH3:1][N:2]1[CH2:7][CH2:6][CH:5]([NH:8][CH2:9][C:10]2[CH:15]=[C:14]([F:16])[CH:13]=[C:12](Br)[CH:11]=2)[CH2:4][CH2:3]1.C(=[NH:31])(C1C=CC=CC=1)C1C=CC=CC=1.CC(C)([O-])C.[Na+].C1(C)C=CC=CC=1. (6) Given the product [I:12][C:11]1[C:2](=[O:15])[NH:3][C:4]2[C:9]([CH:10]=1)=[CH:8][CH:7]=[CH:6][CH:5]=2, predict the reactants needed to synthesize it. The reactants are: Cl[C:2]1[C:11]([I:12])=[CH:10][C:9]2[C:4](=[CH:5][CH:6]=[CH:7][CH:8]=2)[N:3]=1.C(O)(=[O:15])C. (7) Given the product [C:31]([O:30][C:28]([N:18]1[CH2:19][C@@H:20]([C:21]2[CH:26]=[CH:25][C:24]([Cl:27])=[CH:23][CH:22]=2)[C@H:16]([C:37]([OH:40])=[O:39])[CH2:17]1)=[O:29])([CH3:34])([CH3:32])[CH3:33], predict the reactants needed to synthesize it. The reactants are: C([C@@H]1COC(=O)N1C([C@H:16]1[C@H:20]([C:21]2[CH:26]=[CH:25][C:24]([Cl:27])=[CH:23][CH:22]=2)[CH2:19][N:18]([C:28]([O:30][C:31]([CH3:34])([CH3:33])[CH3:32])=[O:29])[CH2:17]1)=O)C1C=CC=CC=1.[OH-].[Li+].[C:37]([O:40]CC)(=[O:39])C.Cl. (8) Given the product [OH:1][C@H:2]1[CH2:6][N:5]([C:7]([O:9][C:10]([CH3:11])([CH3:12])[CH3:13])=[O:8])[C@H:4]([CH2:14][OH:15])[CH2:3]1, predict the reactants needed to synthesize it. The reactants are: [OH:1][C@H:2]1[CH2:6][N:5]([C:7]([O:9][C:10]([CH3:13])([CH3:12])[CH3:11])=[O:8])[C@H:4]([C:14](OC)=[O:15])[CH2:3]1.[Li+].[BH4-].O.Cl.